Dataset: Forward reaction prediction with 1.9M reactions from USPTO patents (1976-2016). Task: Predict the product of the given reaction. (1) Given the reactants [Cl:1][C:2]1[CH:7]=[CH:6][C:5]([CH:8]([C:27]2[CH:32]=[CH:31][C:30]([Cl:33])=[CH:29][CH:28]=2)[N:9]2[CH2:12][C:11](=[CH:13][S:14]([CH2:17][C:18]3[CH:19]=[C:20]([CH:24]=[CH:25][CH:26]=3)[C:21]([OH:23])=O)(=[O:16])=[O:15])[CH2:10]2)=[CH:4][CH:3]=1.[CH3:34][N:35]([CH3:40])[CH2:36][CH:37]([NH2:39])[CH3:38], predict the reaction product. The product is: [Cl:33][C:30]1[CH:29]=[CH:28][C:27]([CH:8]([C:5]2[CH:6]=[CH:7][C:2]([Cl:1])=[CH:3][CH:4]=2)[N:9]2[CH2:10][C:11](=[CH:13][S:14]([CH2:17][C:18]3[CH:19]=[C:20]([CH:24]=[CH:25][CH:26]=3)[C:21]([NH:39][CH:37]([CH3:38])[CH2:36][N:35]([CH3:40])[CH3:34])=[O:23])(=[O:15])=[O:16])[CH2:12]2)=[CH:32][CH:31]=1. (2) The product is: [OH:16][C@H:14]([CH3:15])[CH2:13][N:5]1[CH:6]=[N:7][C:8]2[C:4]1=[N:3][CH:2]=[N:1][C:9]=2[NH2:10]. Given the reactants [N:1]1[C:9]([NH2:10])=[C:8]2[C:4]([N:5]=[CH:6][NH:7]2)=[N:3][CH:2]=1.C1(=O)[O:16][C@H:14]([CH3:15])[CH2:13]O1.C1(C)C=CC=CC=1.CS(O)(=O)=O, predict the reaction product. (3) The product is: [Br:1][C:2]1[CH:7]=[CH:6][C:5]([O:8][CH2:12][CH2:13][N:14]([CH2:17][CH3:18])[CH2:15][CH3:16])=[C:4]([F:9])[CH:3]=1. Given the reactants [Br:1][C:2]1[CH:7]=[CH:6][C:5]([OH:8])=[C:4]([F:9])[CH:3]=1.Cl.Cl[CH2:12][CH2:13][N:14]([CH2:17][CH3:18])[CH2:15][CH3:16].C([O-])([O-])=O.[Cs+].[Cs+].O, predict the reaction product. (4) The product is: [C:10]([O:14][C:15]([N:17]1[CH2:22][CH2:21][N:20]([C:7]2[C:2]([NH2:1])=[N:3][CH:4]=[C:5]([Br:9])[N:6]=2)[CH2:19][CH2:18]1)=[O:16])([CH3:13])([CH3:11])[CH3:12]. Given the reactants [NH2:1][C:2]1[C:7](Br)=[N:6][C:5]([Br:9])=[CH:4][N:3]=1.[C:10]([O:14][C:15]([N:17]1[CH2:22][CH2:21][NH:20][CH2:19][CH2:18]1)=[O:16])([CH3:13])([CH3:12])[CH3:11], predict the reaction product. (5) Given the reactants [Br:1][C:2]1[CH:7]=[CH:6][C:5](/[C:8](/[CH3:30])=[C:9](\[CH2:28][CH3:29])/[CH2:10][O:11][C:12]2[CH:17]=[CH:16][C:15]([CH2:18][C@H:19]([O:25][CH2:26][CH3:27])[C:20]([O:22]CC)=[O:21])=[CH:14][CH:13]=2)=[CH:4][CH:3]=1.[OH-].[Na+], predict the reaction product. The product is: [Br:1][C:2]1[CH:3]=[CH:4][C:5](/[C:8](/[CH3:30])=[C:9](\[CH2:28][CH3:29])/[CH2:10][O:11][C:12]2[CH:17]=[CH:16][C:15]([CH2:18][C@H:19]([O:25][CH2:26][CH3:27])[C:20]([OH:22])=[O:21])=[CH:14][CH:13]=2)=[CH:6][CH:7]=1. (6) Given the reactants [CH3:1][C:2]([CH3:5])([O-])C.[K+].C1(Br)CC1.[Br:11][C:12]1[CH:13]=[C:14]([SH:18])[CH:15]=[CH:16][CH:17]=1.O, predict the reaction product. The product is: [Br:11][C:12]1[CH:17]=[CH:16][CH:15]=[C:14]([S:18][CH:5]2[CH2:2][CH2:1]2)[CH:13]=1. (7) Given the reactants [CH3:1][O:2][C:3]1[CH:8]=[CH:7][C:6]([C:9]2[N:14]=[CH:13][C:12]([C:15]([NH:18]C(=O)C)([CH3:17])[CH3:16])=[CH:11][CH:10]=2)=[CH:5][CH:4]=1.Cl.[OH-].[Na+].[C:25]1([S:31]([OH:34])(=[O:33])=[O:32])[CH:30]=[CH:29][CH:28]=[CH:27][CH:26]=1, predict the reaction product. The product is: [C:25]1([S:31]([OH:34])(=[O:33])=[O:32])[CH:30]=[CH:29][CH:28]=[CH:27][CH:26]=1.[CH3:1][O:2][C:3]1[CH:4]=[CH:5][C:6]([C:9]2[N:14]=[CH:13][C:12]([C:15]([NH2:18])([CH3:16])[CH3:17])=[CH:11][CH:10]=2)=[CH:7][CH:8]=1. (8) Given the reactants [F:1][C:2]1[CH:32]=[CH:31][C:5]([O:6][C:7]2[CH:12]=[CH:11][C:10]([S:13]([N:16]3[CH2:25][CH2:24][C:23]4[C:18](=[CH:19][CH:20]=[C:21]([OH:26])[CH:22]=4)[CH:17]3[C:27]([O:29][CH3:30])=[O:28])(=[O:15])=[O:14])=[CH:9][CH:8]=2)=[CH:4][CH:3]=1.[N:33]1([CH2:38][CH2:39]O)[CH:37]=[CH:36][N:35]=[CH:34]1.FC1C=CC(OC2C=CC(S(N3CCC4C(=CC=C(OCCCN5CCN(C)CC5)C=4)C3C(OC)=O)(=O)=O)=CC=2)=CC=1, predict the reaction product. The product is: [F:1][C:2]1[CH:3]=[CH:4][C:5]([O:6][C:7]2[CH:8]=[CH:9][C:10]([S:13]([N:16]3[CH2:25][CH2:24][C:23]4[C:18](=[CH:19][CH:20]=[C:21]([O:26][CH2:39][CH2:38][N:33]5[CH:37]=[CH:36][N:35]=[CH:34]5)[CH:22]=4)[CH:17]3[C:27]([O:29][CH3:30])=[O:28])(=[O:14])=[O:15])=[CH:11][CH:12]=2)=[CH:31][CH:32]=1.